This data is from Forward reaction prediction with 1.9M reactions from USPTO patents (1976-2016). The task is: Predict the product of the given reaction. (1) Given the reactants [F:1][C:2]1[CH:7]=[CH:6][C:5]([CH2:8][O:9][C:10]2[CH:18]=[CH:17][C:16]([C:19]3[CH:20]=[N:21][N:22]([CH3:24])[CH:23]=3)=[CH:15][C:11]=2[C:12](O)=[O:13])=[CH:4][CH:3]=1.[O:25]1[CH:29]=[C:28]([NH2:30])[CH:27]=[N:26]1.C1C=CC2N(O)N=NC=2C=1.C(Cl)CCl, predict the reaction product. The product is: [F:1][C:2]1[CH:7]=[CH:6][C:5]([CH2:8][O:9][C:10]2[CH:18]=[CH:17][C:16]([C:19]3[CH:20]=[N:21][N:22]([CH3:24])[CH:23]=3)=[CH:15][C:11]=2[C:12]([NH:30][C:28]2[CH:27]=[N:26][O:25][CH:29]=2)=[O:13])=[CH:4][CH:3]=1. (2) Given the reactants CO[CH2:3][N:4]([CH2:10][C:11]1[CH:16]=[CH:15][CH:14]=[CH:13][CH:12]=1)[CH2:5][Si](C)(C)C.[Cl:17][C:18]1[CH:23]=[CH:22][CH:21]=[C:20](/[CH:24]=[CH:25]/[N+:26]([O-:28])=[O:27])[CH:19]=1.FC(F)(F)C(O)=O, predict the reaction product. The product is: [CH2:10]([N:4]1[CH2:5][CH:25]([N+:26]([O-:28])=[O:27])[CH:24]([C:20]2[CH:21]=[CH:22][CH:23]=[C:18]([Cl:17])[CH:19]=2)[CH2:3]1)[C:11]1[CH:16]=[CH:15][CH:14]=[CH:13][CH:12]=1.